Dataset: Full USPTO retrosynthesis dataset with 1.9M reactions from patents (1976-2016). Task: Predict the reactants needed to synthesize the given product. (1) Given the product [F:1][C:2]1[CH:3]=[C:4]([CH:5]=[CH:6][C:7]=1[F:8])[CH2:9][C:10]1[O:11][C:14]([C:15]2[CH:20]=[CH:19][C:18]([C:21]3[O:25][C:24]([CH3:26])=[N:23][CH:22]=3)=[C:17]([O:27][CH3:28])[CH:16]=2)=[N:13][N:12]=1, predict the reactants needed to synthesize it. The reactants are: [F:1][C:2]1[CH:3]=[C:4]([CH2:9][C:10]([NH:12][NH:13][C:14](=O)[C:15]2[CH:20]=[CH:19][C:18]([C:21]3[O:25][C:24]([CH3:26])=[N:23][CH:22]=3)=[C:17]([O:27][CH3:28])[CH:16]=2)=[O:11])[CH:5]=[CH:6][C:7]=1[F:8].C(Cl)(Cl)(Cl)Cl.C1(P(C2C=CC=CC=2)C2C=CC=CC=2)C=CC=CC=1. (2) Given the product [CH3:12][C@H:10]1[O:9][C:8](=[O:13])[N:7]([CH2:6][C:5]2[CH:14]=[CH:15][C:2]([C:21]3[CH:20]=[CH:19][C:18]([F:17])=[CH:23][C:22]=3[F:24])=[CH:3][C:4]=2[F:16])[CH2:11]1, predict the reactants needed to synthesize it. The reactants are: Br[C:2]1[CH:15]=[CH:14][C:5]([CH2:6][N:7]2[CH2:11][C@@H:10]([CH3:12])[O:9][C:8]2=[O:13])=[C:4]([F:16])[CH:3]=1.[F:17][C:18]1[CH:23]=[C:22]([F:24])[CH:21]=[CH:20][C:19]=1B(O)O. (3) Given the product [CH2:1]([O:8][C:9]1[CH:10]=[CH:11][CH:12]=[C:13]2[C:18]=1[CH:17]=[CH:16][CH:15]=[C:14]2[O:19][S:28]([C:27]([F:40])([F:39])[F:26])(=[O:30])=[O:29])[C:2]1[CH:3]=[CH:4][CH:5]=[CH:6][CH:7]=1, predict the reactants needed to synthesize it. The reactants are: [CH2:1]([O:8][C:9]1[C:18]2[C:13](=[C:14]([OH:19])[CH:15]=[CH:16][CH:17]=2)[CH:12]=[CH:11][CH:10]=1)[C:2]1[CH:7]=[CH:6][CH:5]=[CH:4][CH:3]=1.N1C=CC=CC=1.[F:26][C:27]([F:40])([F:39])[S:28](O[S:28]([C:27]([F:40])([F:39])[F:26])(=[O:30])=[O:29])(=[O:30])=[O:29].C(=O)([O-])O.[Na+]. (4) Given the product [F:12][C:9]([F:10])([F:11])[C:7]1[CH:6]=[C:5]([C:13]2[N:17]=[CH:16][N:15](/[CH:18]=[CH:19]\[C:20]([N:22]3[CH2:23][CH:24]([C:26]([OH:28])=[O:27])[CH2:25]3)=[O:21])[N:14]=2)[CH:4]=[C:3]([C:2]([F:1])([F:30])[F:31])[CH:8]=1, predict the reactants needed to synthesize it. The reactants are: [F:1][C:2]([F:31])([F:30])[C:3]1[CH:4]=[C:5]([C:13]2[N:17]=[CH:16][N:15](/[CH:18]=[CH:19]\[C:20]([N:22]3[CH2:25][CH:24]([C:26]([O:28]C)=[O:27])[CH2:23]3)=[O:21])[N:14]=2)[CH:6]=[C:7]([C:9]([F:12])([F:11])[F:10])[CH:8]=1.O.[Li+].[OH-]. (5) Given the product [CH2:1]([O:3][C:4](=[O:23])[CH2:5][CH2:6][N:7]1[CH2:12][CH2:11][CH:10]([C:13]([OH:15])=[O:14])[CH2:9][CH2:8]1)[CH3:2], predict the reactants needed to synthesize it. The reactants are: [CH2:1]([O:3][C:4](=[O:23])[CH2:5][CH2:6][N:7]1[CH2:12][CH2:11][CH:10]([C:13]([O:15]CC2C=CC=CC=2)=[O:14])[CH2:9][CH2:8]1)[CH3:2]. (6) Given the product [Cl:1][C:2]1[CH:17]=[CH:16][CH:15]=[C:14]([CH3:18])[C:3]=1/[CH:4]=[CH:5]/[C:6]1[CH:7]=[C:8]([CH:9]([OH:10])[CH2:20][C:19]#[N:21])[CH:11]=[CH:12][CH:13]=1, predict the reactants needed to synthesize it. The reactants are: [Cl:1][C:2]1[CH:17]=[CH:16][CH:15]=[C:14]([CH3:18])[C:3]=1/[CH:4]=[CH:5]/[C:6]1[CH:7]=[C:8]([CH:11]=[CH:12][CH:13]=1)[CH:9]=[O:10].[C:19](#[N:21])[CH3:20]. (7) Given the product [OH:7][CH2:6][CH:2]1[CH2:3][CH2:4][CH2:5][N:1]1[C:13]([O:12][C:9]([CH3:11])([CH3:10])[CH3:8])=[O:14], predict the reactants needed to synthesize it. The reactants are: [NH:1]1[CH2:5][CH2:4][CH2:3][CH:2]1[CH2:6][OH:7].[CH3:8][C:9]([O:12][C:13](O[C:13]([O:12][C:9]([CH3:11])([CH3:10])[CH3:8])=[O:14])=[O:14])([CH3:11])[CH3:10]. (8) Given the product [O:28]1[CH:29]=[CH:30][CH:31]=[C:27]1[C:26]1[N:22]([C:16]2[CH:17]=[CH:18][CH:19]=[CH:20][CH:21]=2)[N:23]=[C:24]([CH2:32][NH:15][CH2:14][CH2:13][N:10]2[CH2:9][CH2:8][N:7]([C:1]3[CH:2]=[CH:3][CH:4]=[CH:5][CH:6]=3)[CH2:12][CH2:11]2)[CH:25]=1, predict the reactants needed to synthesize it. The reactants are: [C:1]1([N:7]2[CH2:12][CH2:11][N:10]([CH2:13][CH2:14][NH2:15])[CH2:9][CH2:8]2)[CH:6]=[CH:5][CH:4]=[CH:3][CH:2]=1.[C:16]1([N:22]2[C:26]([C:27]3[O:28][CH:29]=[CH:30][CH:31]=3)=[CH:25][C:24]([CH:32]=O)=[N:23]2)[CH:21]=[CH:20][CH:19]=[CH:18][CH:17]=1. (9) Given the product [CH3:1][O:29][C:25]12[CH2:26][CH2:27][CH2:28][C:24]1([C:30]([O:32][CH3:33])=[O:31])[CH2:23][CH2:22][O:21]2, predict the reactants needed to synthesize it. The reactants are: [CH3:1]C1C=CC(S([O-])(=O)=O)=CC=1.C1C=C[NH+]=CC=1.C([O:21][CH2:22][CH2:23][C:24]1([C:30]([O:32][CH3:33])=[O:31])[CH2:28][CH2:27][CH2:26][C:25]1=[O:29])(=O)C.C(=O)([O-])[O-].[K+].[K+].